This data is from Reaction yield outcomes from USPTO patents with 853,638 reactions. The task is: Predict the reaction yield, written as a fraction of the theoretical maximum amount of product (1.0 means a 100% yield; for example, 0.34 means a 34% yield). (1) The reactants are [O:1]1[CH2:6][CH2:5][N:4]([C:7]2[C:8]3[N:9]([CH:13]=[C:14]([CH2:16][OH:17])[N:15]=3)[CH:10]=[CH:11][N:12]=2)[CH2:3][CH2:2]1.C1C(=O)N([Br:25])C(=O)C1. The product is [Br:25][C:10]1[N:9]2[CH:13]=[C:14]([CH2:16][OH:17])[N:15]=[C:8]2[C:7]([N:4]2[CH2:3][CH2:2][O:1][CH2:6][CH2:5]2)=[N:12][CH:11]=1. The catalyst is C(#N)C. The yield is 0.410. (2) The reactants are [CH2:1]([C:3]([C:22]1[CH:27]=[CH:26][C:25](/[CH:28]=[CH:29]/[C:30]([C:36]([F:39])([F:38])[F:37])([OH:35])[C:31]([F:34])([F:33])[F:32])=[C:24]([CH3:40])[CH:23]=1)([C:6]1[CH:11]=[CH:10][C:9](B2OC(C)(C)C(C)(C)O2)=[C:8]([CH3:21])[CH:7]=1)[CH2:4][CH3:5])[CH3:2].[CH2:41]([O:43][C:44](=[O:53])[CH2:45][C:46]1[CH:47]=[CH:48][C:49](Br)=[N:50][CH:51]=1)[CH3:42].P([O-])([O-])([O-])=O.[K+].[K+].[K+]. The catalyst is C1C=CC([P]([Pd]([P](C2C=CC=CC=2)(C2C=CC=CC=2)C2C=CC=CC=2)([P](C2C=CC=CC=2)(C2C=CC=CC=2)C2C=CC=CC=2)[P](C2C=CC=CC=2)(C2C=CC=CC=2)C2C=CC=CC=2)(C2C=CC=CC=2)C2C=CC=CC=2)=CC=1.O. The product is [CH2:41]([O:43][C:44](=[O:53])[CH2:45][C:46]1[CH:51]=[N:50][C:49]([C:9]2[CH:10]=[CH:11][C:6]([C:3]([CH2:4][CH3:5])([C:22]3[CH:27]=[CH:26][C:25](/[CH:28]=[CH:29]/[C:30]([OH:35])([C:36]([F:37])([F:39])[F:38])[C:31]([F:34])([F:33])[F:32])=[C:24]([CH3:40])[CH:23]=3)[CH2:1][CH3:2])=[CH:7][C:8]=2[CH3:21])=[CH:48][CH:47]=1)[CH3:42]. The yield is 0.800.